This data is from Catalyst prediction with 721,799 reactions and 888 catalyst types from USPTO. The task is: Predict which catalyst facilitates the given reaction. Reactant: [N+:1]([C:4]1[CH:5]=[N:6][NH:7][CH:8]=1)([O-:3])=[O:2].C(=O)([O-])[O-].[K+].[K+].Br[CH2:16][C:17]1[C:22]([C:23]([F:26])([F:25])[F:24])=[CH:21][CH:20]=[CH:19][C:18]=1[F:27]. Product: [F:27][C:18]1[CH:19]=[CH:20][CH:21]=[C:22]([C:23]([F:24])([F:25])[F:26])[C:17]=1[CH2:16][N:6]1[CH:5]=[C:4]([N+:1]([O-:3])=[O:2])[CH:8]=[N:7]1. The catalyst class is: 3.